From a dataset of Full USPTO retrosynthesis dataset with 1.9M reactions from patents (1976-2016). Predict the reactants needed to synthesize the given product. (1) Given the product [CH3:33][O:32][C:26]1[CH:25]=[C:24]([CH2:23][C@H:22]([CH3:34])[C@H:21]([CH3:35])[CH2:20][C:17]2[CH:18]=[CH:19][C:14]([O:13][CH2:12][CH2:11][O:10][CH2:9][CH2:8][O:7][CH2:6][CH2:5][O:4][CH2:3][CH2:2][N:50]3[CH:51]=[C:47]([N+:44]([O-:46])=[O:45])[N:48]=[CH:49]3)=[C:15]([O:36][CH3:37])[CH:16]=2)[CH:29]=[CH:28][C:27]=1[O:30][CH3:31], predict the reactants needed to synthesize it. The reactants are: Br[CH2:2][CH2:3][O:4][CH2:5][CH2:6][O:7][CH2:8][CH2:9][O:10][CH2:11][CH2:12][O:13][C:14]1[CH:19]=[CH:18][C:17]([CH2:20][C@@H:21]([CH3:35])[C@@H:22]([CH3:34])[CH2:23][C:24]2[CH:29]=[CH:28][C:27]([O:30][CH3:31])=[C:26]([O:32][CH3:33])[CH:25]=2)=[CH:16][C:15]=1[O:36][CH3:37].C(=O)([O-])[O-].[K+].[K+].[N+:44]([C:47]1[N:48]=[CH:49][NH:50][CH:51]=1)([O-:46])=[O:45]. (2) Given the product [CH:5]1[CH2:4][CH:3]=[CH:2][CH:1]=1.[CH-:9]1[CH:13]=[CH:12][CH:11]=[CH:10]1.[CH-:26]1[CH:27]=[CH:28][CH:29]=[CH:24]1.[Fe+2:14], predict the reactants needed to synthesize it. The reactants are: [C-:1]1(C(O)=O)[CH:5]=[CH:4][CH:3]=[CH:2]1.[CH-:9]1[CH:13]=[CH:12][CH:11]=[CH:10]1.[Fe+2:14].[CH:28]1(N=C=N[CH:24]2[CH2:29][CH2:28][CH2:27][CH2:26]C2)[CH2:29][CH2:24]C[CH2:26][CH2:27]1. (3) Given the product [OH:1][C:2]1[CH:6]=[C:5]([C:7]([F:10])([F:8])[F:9])[S:4][C:3]=1[C:11]([OH:13])=[O:12], predict the reactants needed to synthesize it. The reactants are: [OH:1][C:2]1[CH:6]=[C:5]([C:7]([F:10])([F:9])[F:8])[S:4][C:3]=1[C:11]([O:13]C)=[O:12].CO.[OH-].[Na+]. (4) Given the product [N:28]1([CH2:34][CH2:35][NH:36][C:24]([C:23]2[CH:22]=[C:21]([CH3:27])[NH:20][C:19]=2/[CH:18]=[C:10]2\[C:11](=[O:17])[NH:12][C:13]3[C:9]\2=[C:8]([C:4]2[CH:5]=[CH:6][CH:7]=[C:2]([F:1])[CH:3]=2)[CH:16]=[CH:15][CH:14]=3)=[O:25])[CH2:33][CH2:32][CH2:31][CH2:30][CH2:29]1, predict the reactants needed to synthesize it. The reactants are: [F:1][C:2]1[CH:3]=[C:4]([C:8]2[CH:16]=[CH:15][CH:14]=[C:13]3[C:9]=2/[C:10](=[CH:18]/[C:19]2[NH:20][C:21]([CH3:27])=[CH:22][C:23]=2[C:24](O)=[O:25])/[C:11](=[O:17])[NH:12]3)[CH:5]=[CH:6][CH:7]=1.[N:28]1([CH2:34][CH2:35][NH2:36])[CH2:33][CH2:32][CH2:31][CH2:30][CH2:29]1.C1C=CC2N(O)N=NC=2C=1.C(Cl)CCl. (5) The reactants are: Cl[C:2]1[C:3]2[NH:10][CH:9]=[CH:8][C:4]=2[N:5]=[CH:6][N:7]=1.[O:11]([C:18]1[CH:19]=[C:20](B(O)O)[CH:21]=[CH:22][CH:23]=1)[C:12]1[CH:17]=[CH:16][CH:15]=[CH:14][CH:13]=1.O[CH:28]1[CH2:33][CH2:32][N:31]([C:34]([O:36]C(C)(C)C)=O)[CH2:30][CH2:29]1.[C:41](Cl)(=O)[CH:42]=C. Given the product [O:11]([C:18]1[CH:19]=[C:20]([C:2]2[C:3]3[N:10]([CH:28]4[CH2:29][CH2:30][N:31]([C:34](=[O:36])[CH:41]=[CH2:42])[CH2:32][CH2:33]4)[CH:9]=[CH:8][C:4]=3[N:5]=[CH:6][N:7]=2)[CH:21]=[CH:22][CH:23]=1)[C:12]1[CH:17]=[CH:16][CH:15]=[CH:14][CH:13]=1, predict the reactants needed to synthesize it.